This data is from Aqueous solubility values for 9,982 compounds from the AqSolDB database. The task is: Regression/Classification. Given a drug SMILES string, predict its absorption, distribution, metabolism, or excretion properties. Task type varies by dataset: regression for continuous measurements (e.g., permeability, clearance, half-life) or binary classification for categorical outcomes (e.g., BBB penetration, CYP inhibition). For this dataset (solubility_aqsoldb), we predict Y. (1) The drug is Clc1cc(Cl)c(Cl)c(Oc2ccc(Cl)c(Cl)c2Cl)c1. The Y is -8.55 log mol/L. (2) The drug is CCCCCCOC(=O)c1ccccc1O. The Y is -5.05 log mol/L.